This data is from hERG Central: cardiac toxicity at 1µM, 10µM, and general inhibition. The task is: Predict hERG channel inhibition at various concentrations. (1) The molecule is Cl.OC(CN1C2=NCCCN2c2ccccc21)c1ccc(Cl)cc1. Results: hERG_inhib (hERG inhibition (general)): blocker. (2) The molecule is CN1C[C@@H]2C(c3ccc(Cl)nc3)C3(c4ccc(C#N)cc4)CC2(C3)[C@H]1c1ccccc1. Results: hERG_inhib (hERG inhibition (general)): blocker. (3) The drug is CCCn1c2ccccc2c2cnn(CC(=O)NCCN(C)C)c(=O)c21. Results: hERG_inhib (hERG inhibition (general)): blocker. (4) The compound is O=C(NCCS(=O)(=O)N1CCN(c2cccc(Cl)c2)CC1)c1ccco1. Results: hERG_inhib (hERG inhibition (general)): blocker. (5) The compound is O=C(c1ccc(C(F)(F)F)cc1)C1CCCN(C(=O)CCc2ccncc2)C1. Results: hERG_inhib (hERG inhibition (general)): blocker.